The task is: Predict the product of the given reaction.. This data is from Forward reaction prediction with 1.9M reactions from USPTO patents (1976-2016). Given the reactants F[C:2]1[C:7]([CH3:8])=[CH:6][CH:5]=[CH:4][C:3]=1[N+:9]([O-:11])=[O:10].[Br:12][C:13]1[CH:19]=[CH:18][C:16]([NH2:17])=[CH:15][C:14]=1[CH3:20].C([O-])(C)(C)C.[K+], predict the reaction product. The product is: [Br:12][C:13]1[CH:19]=[CH:18][C:16]([NH:17][C:2]2[C:3]([N+:9]([O-:11])=[O:10])=[CH:4][CH:5]=[CH:6][C:7]=2[CH3:8])=[CH:15][C:14]=1[CH3:20].